This data is from Forward reaction prediction with 1.9M reactions from USPTO patents (1976-2016). The task is: Predict the product of the given reaction. (1) Given the reactants [C:1]([O:5][C:6]([N:8]([CH2:10][C:11]1[CH:12]=[C:13]([C:32]2[CH:37]=[CH:36][CH:35]=[CH:34][C:33]=2[F:38])[N:14]([S:16]([C:19]2[CH:20]=[C:21]([CH:29]=[CH:30][CH:31]=2)[O:22][CH2:23][C:24]([O:26]CC)=[O:25])(=[O:18])=[O:17])[CH:15]=1)[CH3:9])=[O:7])([CH3:4])([CH3:3])[CH3:2].[OH-].[Li+].O1CCCC1.Cl, predict the reaction product. The product is: [C:1]([O:5][C:6]([N:8]([CH2:10][C:11]1[CH:12]=[C:13]([C:32]2[CH:37]=[CH:36][CH:35]=[CH:34][C:33]=2[F:38])[N:14]([S:16]([C:19]2[CH:20]=[C:21]([CH:29]=[CH:30][CH:31]=2)[O:22][CH2:23][C:24]([OH:26])=[O:25])(=[O:18])=[O:17])[CH:15]=1)[CH3:9])=[O:7])([CH3:4])([CH3:2])[CH3:3]. (2) Given the reactants [CH2:1]([N:8]([CH2:27][C:28]1[CH:33]=[CH:32][CH:31]=[CH:30][CH:29]=1)[CH2:9][C@H:10]([O:25][CH3:26])[CH2:11][N:12]1[CH2:17][CH2:16][N:15]([C:18](OC(C)(C)C)=O)[CH2:14][CH2:13]1)[C:2]1[CH:7]=[CH:6][CH:5]=[CH:4][CH:3]=1.Cl.C(N(CC)CC)C.BrC[CH:44]1[CH2:46][CH2:45]1, predict the reaction product. The product is: [CH2:27]([N:8]([CH2:1][C:2]1[CH:7]=[CH:6][CH:5]=[CH:4][CH:3]=1)[CH2:9][C@H:10]([O:25][CH3:26])[CH2:11][N:12]1[CH2:13][CH2:14][N:15]([CH2:18][CH:44]2[CH2:46][CH2:45]2)[CH2:16][CH2:17]1)[C:28]1[CH:29]=[CH:30][CH:31]=[CH:32][CH:33]=1. (3) The product is: [N:1]1[CH:6]=[CH:5][C:4]([CH2:7][O:8][C:42]([N:44]2[CH2:48][CH2:47][CH2:46][CH:45]2[C:49](=[O:65])[NH:50][C:51]2[S:52][CH:53]=[C:56]([C:57]3[CH:58]=[CH:59][C:60]([C:23](=[O:24])[NH:19][CH:20]4[CH2:22][CH2:21]4)=[CH:61][CH:62]=3)[N:55]=2)=[O:43])=[CH:3][CH:2]=1. Given the reactants [N:1]1[CH:6]=[CH:5][C:4]([CH2:7][OH:8])=[CH:3][CH:2]=1.C(=O)(O[N:19]1[C:23](=[O:24])[CH2:22][CH2:21][C:20]1=O)O[N:19]1[C:20](=O)[CH2:21][CH2:22][C:23]1=[O:24].C(N(CC)CC)C.C(O[C:42]([N:44]1[CH2:48][CH2:47][CH2:46][CH:45]1[C:49](=[O:65])[NH:50][C:51]1[S:52][C:53]([CH2:56][C:57]2[CH:62]=[CH:61][C:60](Cl)=[CH:59][C:58]=2Cl)=C[N:55]=1)=[O:43])C1C=CC=CC=1, predict the reaction product. (4) Given the reactants [CH3:1][C:2]1[CH:11]=[CH:10][CH:9]=[C:8]2[C:3]=1[CH:4]=[C:5]([C:13]1[CH:20]=[CH:19][C:16]([C:17]#N)=[CH:15][CH:14]=1)[NH:6][C:7]2=[O:12].[OH-:21].[Na+].Cl.[OH2:24], predict the reaction product. The product is: [CH3:1][C:2]1[CH:11]=[CH:10][CH:9]=[C:8]2[C:3]=1[CH:4]=[C:5]([C:13]1[CH:20]=[CH:19][C:16]([C:17]([OH:24])=[O:21])=[CH:15][CH:14]=1)[NH:6][C:7]2=[O:12].